From a dataset of Forward reaction prediction with 1.9M reactions from USPTO patents (1976-2016). Predict the product of the given reaction. (1) Given the reactants [Si:1]([O:18][CH2:19][C:20]([F:24])([F:23])[CH2:21][OH:22])([C:14]([CH3:17])([CH3:16])[CH3:15])([C:8]1[CH:13]=[CH:12][CH:11]=[CH:10][CH:9]=1)[C:2]1[CH:7]=[CH:6][CH:5]=[CH:4][CH:3]=1.N1C(C)=CC=CC=1C.[O:33](S(C(F)(F)F)(=O)=O)[S:34]([C:37]([F:40])([F:39])[F:38])(=O)=[O:35], predict the reaction product. The product is: [F:38][C:37]([F:40])([F:39])[S:34]([O:22][CH2:21][C:20]([F:23])([F:24])[CH2:19][O:18][Si:1]([C:14]([CH3:17])([CH3:15])[CH3:16])([C:8]1[CH:13]=[CH:12][CH:11]=[CH:10][CH:9]=1)[C:2]1[CH:3]=[CH:4][CH:5]=[CH:6][CH:7]=1)(=[O:35])=[O:33]. (2) The product is: [C:36]([O:23][CH2:22][C@@H:21]([OH:24])[CH2:20][O:19][C:18]1[CH:17]=[CH:16][C:15]([C:12]([C:9]2[CH:8]=[CH:7][C:6]([O:5][CH2:4][C@H:3]([OH:27])[CH2:2][Cl:1])=[CH:11][CH:10]=2)([CH3:14])[CH3:13])=[CH:26][CH:25]=1)(=[O:38])[CH3:37]. Given the reactants [Cl:1][CH2:2][C@@H:3]([OH:27])[CH2:4][O:5][C:6]1[CH:11]=[CH:10][C:9]([C:12]([C:15]2[CH:26]=[CH:25][C:18]([O:19][CH2:20][C@H:21]([OH:24])[CH2:22][OH:23])=[CH:17][CH:16]=2)([CH3:14])[CH3:13])=[CH:8][CH:7]=1.N1C(C)=CC=CC=1C.[C:36](Cl)(=[O:38])[CH3:37], predict the reaction product. (3) Given the reactants [F:1][C:2]1[CH:7]=[CH:6][C:5]([C:8]2[C:9](=[O:33])[N:10]3[CH2:25][CH:24]([O:26]C(=O)C(C)(C)C)[CH2:23][N:11]3[C:12]=2[C:13]2[CH:18]=[CH:17][N:16]=[C:15](S(C)(=O)=O)[N:14]=2)=[CH:4][CH:3]=1.[C:34]1([O-:40])[CH:39]=[CH:38][CH:37]=[CH:36][CH:35]=1.[Na+], predict the reaction product. The product is: [F:1][C:2]1[CH:7]=[CH:6][C:5]([C:8]2[C:9](=[O:33])[N:10]3[CH2:25][CH:24]([OH:26])[CH2:23][N:11]3[C:12]=2[C:13]2[CH:18]=[CH:17][N:16]=[C:15]([O:40][C:34]3[CH:39]=[CH:38][CH:37]=[CH:36][CH:35]=3)[N:14]=2)=[CH:4][CH:3]=1. (4) Given the reactants [Cl:1][C:2]1[CH:3]=[C:4]([C:11]2[CH:15]=[CH:14][N:13]([CH2:16][C@@H:17]([NH:19][C:20]([C:22]3[N:23]=[C:24]([C:35]([OH:37])=O)[N:25]([CH2:27][O:28][CH2:29][CH2:30][Si:31]([CH3:34])([CH3:33])[CH3:32])[CH:26]=3)=[O:21])[CH3:18])[N:12]=2)[CH:5]=[C:6]([F:10])[C:7]=1[C:8]#[N:9].[CH3:38][NH:39][CH3:40], predict the reaction product. The product is: [Cl:1][C:2]1[CH:3]=[C:4]([C:11]2[CH:15]=[CH:14][N:13]([CH2:16][C@@H:17]([NH:19][C:20]([C:22]3[N:23]=[C:24]([C:35]([N:39]([CH3:40])[CH3:38])=[O:37])[N:25]([CH2:27][O:28][CH2:29][CH2:30][Si:31]([CH3:34])([CH3:32])[CH3:33])[CH:26]=3)=[O:21])[CH3:18])[N:12]=2)[CH:5]=[C:6]([F:10])[C:7]=1[C:8]#[N:9]. (5) Given the reactants [CH3:1][O:2][C:3]1[CH:4]=[C:5]2[C:10](=[CH:11][CH:12]=1)[N:9]([CH3:13])[C:8]([C:14]1[CH:19]=[CH:18][CH:17]=[CH:16][CH:15]=1)=[N:7][C:6]2=O.COC1C=CC(P2(SP(C3C=CC(OC)=CC=3)(=S)S2)=[S:30])=CC=1, predict the reaction product. The product is: [CH3:1][O:2][C:3]1[CH:4]=[C:5]2[C:10](=[CH:11][CH:12]=1)[N:9]([CH3:13])[C:8]([C:14]1[CH:19]=[CH:18][CH:17]=[CH:16][CH:15]=1)=[N:7][C:6]2=[S:30]. (6) Given the reactants [Si]([O:8][C@@H:9]1[CH2:14][CH2:13][C@H:12]([N:15]2[C:23]3[CH:22]=[CH:21][N:20]=[C:19]([O:24]C)[C:18]=3[C:17]([C:26]3[CH:31]=[CH:30][C:29]([S:32]([NH2:35])(=[O:34])=[O:33])=[CH:28][CH:27]=3)=[CH:16]2)[CH2:11][CH2:10]1)(C(C)(C)C)(C)C.[I-].[Na+].Cl[Si](C)(C)C.C(=O)([O-])O.[Na+], predict the reaction product. The product is: [OH:8][C@@H:9]1[CH2:14][CH2:13][C@H:12]([N:15]2[C:23]3[CH:22]=[CH:21][NH:20][C:19](=[O:24])[C:18]=3[C:17]([C:26]3[CH:31]=[CH:30][C:29]([S:32]([NH2:35])(=[O:34])=[O:33])=[CH:28][CH:27]=3)=[CH:16]2)[CH2:11][CH2:10]1.